Predict which catalyst facilitates the given reaction. From a dataset of Catalyst prediction with 721,799 reactions and 888 catalyst types from USPTO. (1) Reactant: Cl[C:2]1[C:3]2[C:4](=[CH:19][N:20](CC3C=CC(OC)=CC=3)[N:21]=2)[N:5]=[C:6]([C:8]2[CH:9]=[N:10][C:11]([N:14]3[CH2:18][CH2:17][CH2:16][CH2:15]3)=[CH:12][CH:13]=2)[N:7]=1.[O:31]1[CH2:36][CH2:35][N:34]([C:37]2[CH:43]=[CH:42][C:40]([NH2:41])=[CH:39][CH:38]=2)[CH2:33][CH2:32]1.Cl. Product: [O:31]1[CH2:32][CH2:33][N:34]([C:37]2[CH:38]=[CH:39][C:40]([NH:41][C:2]3[C:3]4[NH:21][N:20]=[CH:19][C:4]=4[N:5]=[C:6]([C:8]4[CH:9]=[N:10][C:11]([N:14]5[CH2:18][CH2:17][CH2:16][CH2:15]5)=[CH:12][CH:13]=4)[N:7]=3)=[CH:42][CH:43]=2)[CH2:35][CH2:36]1. The catalyst class is: 71. (2) Reactant: [O-]CC.[Na+].[Na].[C:6]([OH:9])(=O)C.[Cl:10][C:11]1[CH:16]=[CH:15][CH:14]=[CH:13][C:12]=1[C:17]1[CH:18]=[C:19]([NH:22][CH:23]=[NH:24])[NH:20][N:21]=1.C(OC(=O)OCC)C. Product: [Cl:10][C:11]1[CH:16]=[CH:15][CH:14]=[CH:13][C:12]=1[C:17]1[CH:18]=[C:19]2[N:22]=[CH:23][NH:24][C:6](=[O:9])[N:20]2[N:21]=1. The catalyst class is: 8. (3) Reactant: S(Cl)(Cl)=O.[NH2:5][C:6]1[CH:7]=[C:8]([CH:12]=[CH:13][C:14]=1[NH2:15])[C:9]([OH:11])=[O:10].[C:16](=O)(O)[O-].[Na+]. Product: [CH3:16][O:10][C:9](=[O:11])[C:8]1[CH:12]=[CH:13][C:14]([NH2:15])=[C:6]([NH2:5])[CH:7]=1. The catalyst class is: 5. (4) Reactant: CS(O)(=O)=O.[NH2:6][CH2:7][C:8]1[CH:9]=[C:10]2[C:14](=[CH:15][CH:16]=1)[C:13](=[O:17])[N:12]([CH:18]1[CH2:23][CH2:22][C:21](=[O:24])[NH:20][C:19]1=[O:25])[CH2:11]2.C(C1NC=CN=1)(C1NC=CN=1)=[O:27].NC1C=CC(Cl)=[N:43][CH:44]=1. Product: [O:25]=[C:19]1[CH:18]([N:12]2[CH2:11][C:10]3[C:14](=[CH:15][CH:16]=[C:8]([CH2:7][NH:6][C:44]([NH2:43])=[O:27])[CH:9]=3)[C:13]2=[O:17])[CH2:23][CH2:22][C:21](=[O:24])[NH:20]1. The catalyst class is: 3. (5) Reactant: [CH2:1]1[C:10]2[C:5](=[CH:6][CH:7]=[C:8](N)[CH:9]=2)[CH2:4][CH2:3][NH:2]1.S(=O)(=O)(O)[OH:13].N([O-])=O.[Na+].C([O-])([O-])=O.[Na+].[Na+]. Product: [CH2:1]1[C:10]2[C:5](=[CH:6][CH:7]=[C:8]([OH:13])[CH:9]=2)[CH2:4][CH2:3][NH:2]1. The catalyst class is: 72. (6) Reactant: [N:1]1[CH:6]=[CH:5][C:4]([N:7]2[CH2:12][CH2:11][CH:10]([CH2:13][NH2:14])[CH2:9][CH2:8]2)=[CH:3][CH:2]=1.C(N(CC)CC)C.[CH3:22][C:23]([O:26][C:27](O[C:27]([O:26][C:23]([CH3:25])([CH3:24])[CH3:22])=[O:28])=[O:28])([CH3:25])[CH3:24]. Product: [N:1]1[CH:6]=[CH:5][C:4]([N:7]2[CH2:8][CH2:9][CH:10]([CH2:13][NH:14][C:27](=[O:28])[O:26][C:23]([CH3:25])([CH3:24])[CH3:22])[CH2:11][CH2:12]2)=[CH:3][CH:2]=1. The catalyst class is: 4. (7) Reactant: [C:1]([Si:5]([CH3:26])([CH3:25])[O:6][C:7]1[CH:8]=[C:9]([CH2:13][C:14]([NH:16][C:17]2[S:18][C:19]([CH:23]=[O:24])=[C:20]([Cl:22])[N:21]=2)=[O:15])[CH:10]=[CH:11][CH:12]=1)([CH3:4])([CH3:3])[CH3:2].[Mn]([O-])(=O)(=O)=[O:28].[K+]. The catalyst class is: 371. Product: [C:1]([Si:5]([CH3:26])([CH3:25])[O:6][C:7]1[CH:8]=[C:9]([CH2:13][C:14]([NH:16][C:17]2[S:18][C:19]([C:23]([OH:28])=[O:24])=[C:20]([Cl:22])[N:21]=2)=[O:15])[CH:10]=[CH:11][CH:12]=1)([CH3:2])([CH3:4])[CH3:3]. (8) The catalyst class is: 2. Reactant: [Br:1][CH2:2][CH2:3][C:4]1[CH:9]=[CH:8][CH:7]=[C:6]([O:10]C)[CH:5]=1.C(Cl)(Cl)Cl.B(Br)(Br)Br. Product: [Br:1][CH2:2][CH2:3][C:4]1[CH:5]=[C:6]([OH:10])[CH:7]=[CH:8][CH:9]=1. (9) Reactant: [C:1]([O:5][C:6](=[O:28])[CH2:7][N:8]1[C:16]2[C:11](=[N:12][CH:13]=[CH:14][CH:15]=2)[CH:10]=[C:9]1[CH2:17][CH2:18][CH2:19][O:20][Si](C(C)(C)C)(C)C)([CH3:4])([CH3:3])[CH3:2].[F-].C([N+](CCCC)(CCCC)CCCC)CCC.C([O-])([O-])=O.[Na+].[Na+].[Na+].[Cl-]. Product: [C:1]([O:5][C:6](=[O:28])[CH2:7][N:8]1[C:16]2[C:11](=[N:12][CH:13]=[CH:14][CH:15]=2)[CH:10]=[C:9]1[CH2:17][CH2:18][CH2:19][OH:20])([CH3:4])([CH3:2])[CH3:3]. The catalyst class is: 249. (10) Reactant: C[O:2][C:3]1[CH:4]=[C:5]([N:12]2[CH2:17][CH2:16][O:15][CH2:14][CH2:13]2)[CH:6]=[C:7]([N+:9]([O-:11])=[O:10])[CH:8]=1.N. Product: [N:12]1([C:5]2[CH:4]=[C:3]([OH:2])[CH:8]=[C:7]([N+:9]([O-:11])=[O:10])[CH:6]=2)[CH2:17][CH2:16][O:15][CH2:14][CH2:13]1. The catalyst class is: 201.